This data is from Reaction yield outcomes from USPTO patents with 853,638 reactions. The task is: Predict the reaction yield, written as a fraction of the theoretical maximum amount of product (1.0 means a 100% yield; for example, 0.34 means a 34% yield). (1) The reactants are Cl.[CH3:2][O:3][C:4]1[CH:9]=[CH:8][C:7]([C:10]2[CH2:11][CH2:12][CH2:13][NH:14][CH2:15][CH:16]=2)=[CH:6][CH:5]=1.[H][H]. The catalyst is [Pd].CO. The product is [CH3:2][O:3][C:4]1[CH:5]=[CH:6][C:7]([CH:10]2[CH2:11][CH2:12][CH2:13][NH:14][CH2:15][CH2:16]2)=[CH:8][CH:9]=1. The yield is 0.790. (2) The reactants are Cl.[NH2:2][CH2:3][CH2:4][C:5]1[CH:12]=[CH:11][C:9]([OH:10])=[C:7]([OH:8])[CH:6]=1.C(=O)([O-])[O-].[Na+].[Na+].[C:19](O[C:19]([O:21][C:22]([CH3:25])([CH3:24])[CH3:23])=[O:20])([O:21][C:22]([CH3:25])([CH3:24])[CH3:23])=[O:20]. The catalyst is O1CCCC1.O. The product is [OH:8][C:7]1[CH:6]=[C:5]([CH:12]=[CH:11][C:9]=1[OH:10])[CH2:4][CH2:3][NH:2][C:19](=[O:20])[O:21][C:22]([CH3:25])([CH3:24])[CH3:23]. The yield is 0.910. (3) The reactants are [CH3:1][NH:2][C@@H:3]([C:11]1[CH:16]=[CH:15][CH:14]=[C:13]([N+:17]([O-:19])=[O:18])[CH:12]=1)[CH2:4][N:5]1[CH2:9][CH2:8][C@H:7]([OH:10])[CH2:6]1.[C:20]1([CH:26]([C:30]2[CH:35]=[CH:34][CH:33]=[CH:32][CH:31]=2)[C:27](Cl)=[O:28])[CH:25]=[CH:24][CH:23]=[CH:22][CH:21]=1.C(N(CC)[CH:40]([CH3:42])[CH3:41])(C)C. The catalyst is ClCCl. The product is [C:20]1([CH:26]([C:30]2[CH:35]=[CH:34][CH:33]=[CH:32][CH:31]=2)[C:27]([O:10][C@H:7]2[CH2:8][CH2:9][N:5]([CH2:4][C@@H:3]([N:2]([C:27](=[O:28])[CH:26]([C:41]3[CH:40]=[CH:42][CH:31]=[CH:30][CH:35]=3)[C:20]3[CH:21]=[CH:22][CH:23]=[CH:24][CH:25]=3)[CH3:1])[C:11]3[CH:16]=[CH:15][CH:14]=[C:13]([N+:17]([O-:19])=[O:18])[CH:12]=3)[CH2:6]2)=[O:28])[CH:25]=[CH:24][CH:23]=[CH:22][CH:21]=1. The yield is 0.520.